Dataset: Full USPTO retrosynthesis dataset with 1.9M reactions from patents (1976-2016). Task: Predict the reactants needed to synthesize the given product. Given the product [F:32][C:29]1[CH:30]=[CH:31][C:26]([CH2:25][NH:24][C:22]([C:18]2[S:17][C:16]([N:13]3[CH2:14][CH2:15][CH:11]([NH:9][CH2:8][C:5]4[CH:6]=[CH:7][C:2]([F:1])=[CH:3][CH:4]=4)[C:12]3=[O:33])=[N:20][C:19]=2[CH3:21])=[O:23])=[CH:27][CH:28]=1, predict the reactants needed to synthesize it. The reactants are: [F:1][C:2]1[CH:7]=[CH:6][C:5]([CH2:8][NH2:9])=[CH:4][CH:3]=1.Br[CH:11]1[CH2:15][CH2:14][N:13]([C:16]2[S:17][C:18]([C:22]([NH:24][CH2:25][C:26]3[CH:31]=[CH:30][C:29]([F:32])=[CH:28][CH:27]=3)=[O:23])=[C:19]([CH3:21])[N:20]=2)[C:12]1=[O:33].